From a dataset of Catalyst prediction with 721,799 reactions and 888 catalyst types from USPTO. Predict which catalyst facilitates the given reaction. (1) Reactant: CS(C)=O.C(Cl)(=O)C(Cl)=O.[CH3:11][C:12]1[N:16]([C:17]2[CH:22]=[CH:21][CH:20]=[CH:19][N:18]=2)[N:15]=[CH:14][C:13]=1[CH2:23][OH:24].C(N(CC)CC)C. Product: [CH3:11][C:12]1[N:16]([C:17]2[CH:22]=[CH:21][CH:20]=[CH:19][N:18]=2)[N:15]=[CH:14][C:13]=1[CH:23]=[O:24]. The catalyst class is: 754. (2) Reactant: [CH3:1][C:2]1[NH:3][C:4]2[CH2:5][C:6]([CH3:13])([CH3:12])[CH2:7][C:8](=[O:11])[C:9]=2[CH:10]=1.[C:14]1([SH:20])[CH:19]=[CH:18][CH:17]=[CH:16][CH:15]=1.II. Product: [CH3:1][C:2]1[NH:3][C:4]2[CH2:5][C:6]([CH3:13])([CH3:12])[CH2:7][C:8](=[O:11])[C:9]=2[C:10]=1[S:20][C:14]1[CH:19]=[CH:18][CH:17]=[CH:16][CH:15]=1. The catalyst class is: 9. (3) Reactant: Cl.[N:2]1([C:8]2[C:12]3[CH:13]=[CH:14][CH:15]=[CH:16][C:11]=3[S:10][N:9]=2)[CH2:7][CH2:6][NH:5][CH2:4][CH2:3]1.[CH3:17][O:18][C:19]1[C:24]([O:25][CH3:26])=[CH:23][C:22]([CH2:27][C:28](O)=[O:29])=[C:21]([N+:31]([O-:33])=[O:32])[CH:20]=1.C(N(CC)CC)C.O=C1N(P(Cl)(N2CCOC2=O)=O)CCO1. Product: [S:10]1[C:11]2[CH:16]=[CH:15][CH:14]=[CH:13][C:12]=2[C:8]([N:2]2[CH2:7][CH2:6][N:5]([C:28](=[O:29])[CH2:27][C:22]3[CH:23]=[C:24]([O:25][CH3:26])[C:19]([O:18][CH3:17])=[CH:20][C:21]=3[N+:31]([O-:33])=[O:32])[CH2:4][CH2:3]2)=[N:9]1. The catalyst class is: 2.